The task is: Binary Classification. Given a miRNA mature sequence and a target amino acid sequence, predict their likelihood of interaction.. This data is from Experimentally validated miRNA-target interactions with 360,000+ pairs, plus equal number of negative samples. (1) The miRNA is hsa-miR-4265 with sequence CUGUGGGCUCAGCUCUGGG. The protein sequence of the target gene is MSGSKSVSPPGYAAQTAASPAPRGGPEHRAAWGEADSRANGYPHAPGGSTRGSTKRSGGAVTPQQQQRLASRWRGGDDDEDPPLSGDDPLAGGFGFSFRSKSAWQERGGDDGGRGSRRQRRGAAGGGSTRAPPAGGSGSSAAAAAAAGGTEVRPRSVELGLEERRGKGRAAEELEPGTGIVEDGDGSEDGGSSVASGSGTGAVLSLGACCLALLQIFRSKKFPSDKLERLYQRYFFRLNQSSLTMLMAVLVLVCLVMLAFHAARPPLQIAYLAVLAAAVGVILIMAVLCNRAAFHQDHMG.... Result: 0 (no interaction). (2) The miRNA is hsa-miR-6740-5p with sequence AGUUUGGGAUGGAGAGAGGAGA. The protein sequence of the target gene is MSAPAQPPAEGTEGTAPGGGPPGPPPNMTSNRRLQQTQAQVEEVVDIIRVNVDKVLERDQKLSELDDRADALQAGASQFESSAAKLKRKYWWKNCKMMIMLGAICAIIVVVIVIYFFT. Result: 0 (no interaction). (3) Result: 1 (interaction). The miRNA is mmu-miR-329-3p with sequence AACACACCCAGCUAACCUUUUU. The protein sequence of the target gene is MHTEAVGGAARRPQKLRSQAAAPACRAMPSEFTSAKLRSDCSRTSLQWYTRTQHKMRRPSLLIKDICKCTLVAFGVWLLYILILNYTAEECDMKRMHYVDPDRIKRAQSYAQEVLQKECRPRYAKTAMALLFEDRYSINLEPFVQKVPTASEAELKYDPPFGFRKFSSKVQSLLDMLPEHDFPEHLRAKACKRCVVVGNGGILHGLELGHALNQFDVVIRLNSAPVEGYSEHVGNKTTIRMTYPEGAPLSDVEYYANDLFVTVLFKSVDFKWLQAMVKNESLPFWVRLFFWKQVAEKVPL.... (4) The miRNA is hsa-miR-4746-5p with sequence CCGGUCCCAGGAGAACCUGCAGA. The protein sequence of the target gene is MGGAARDRGRKDAALPGAGLPPQQRRLGDGVYDTFMMIDETKGPPYSDTFSNPSEAPVSRRLNITTEPLTRGHTQHFVNGSEMKVEQLFQEFGNRRSNTLQSDGISNSEKSSPASQGKSSESLSAVKCNLSSRPSKVLPLTPEQALKQYKHHLTAYEKLEIVSYPEIYFVGPNAKKRQGVIGGPNNGGYDDADGAYIHVPRDHLAYRYEVLKIIGKGSFGQVARVYDHKLRQYVALKMVRNEKRFHRQAAEEIRILEHLKKQDKTGSMNVIHMLESFTFRNHVCMAFELLSIDLYELIKK.... Result: 0 (no interaction). (5) The protein sequence of the target gene is MNRSRQVTCVAWVRCGVAKETPDKVELSKEEVKRLIAEAKEKLQEEGGGSDEEETGSPSEDGMQSARTQARPREPLEDGDPEDDRTLDDDELAEYDLDKYDEEGDPDAETLGESLLGLTVYGSNDQDPYVTLKDTEQYEREDFLIKPSDNLIVCGRAEQDQCNLEVHVYNQEEDSFYVHHDILLSAYPLSVEWLNFDPSPDDSTGNYIAVGNMTPVIEVWDLDIVDSLEPVFTLGSKLSKKKKKKGKKSSSAEGHTDAVLDLSWNKLIRNVLASASADNTVILWDMSLGKPAASLAVHTD.... The miRNA is hsa-miR-548ap-5p with sequence AAAAGUAAUUGCGGUCUUU. Result: 0 (no interaction). (6) The miRNA is mmu-miR-760-3p with sequence CGGCUCUGGGUCUGUGGGGA. The protein sequence of the target gene is MASNSWTANSSPGEAREDGSEGLDKGLDNDAEGVWSPDIEQSFQEALAIYPPCGRRKIILSDEGKMYGRNELIARYIKLRTGKTRTRKQVSSHIQVLARKKVREYQVGIKAMNLDQVSKDKALQSMASMSSAQIVSASVLQNKFSPPSPLPQAVFSSSSRFWSSPPLLGQQPGPSQDIKPFAQPAYPIQPPLPPALNSYESLAPLPPAAASATASAPAWQDRTIASSRLRLLEYSAFMEVQRDPDTYSKHLFVHIGQTNPAFSDPPLEAVDVRQIYDKFPEKKGGLKELYEKGPPNAFFL.... Result: 0 (no interaction).